This data is from Forward reaction prediction with 1.9M reactions from USPTO patents (1976-2016). The task is: Predict the product of the given reaction. (1) Given the reactants [F:1][C:2]1[C:3]([CH3:10])=[C:4]([CH:7]=[CH:8][CH:9]=1)[CH:5]=O.[CH3:11][O:12][C:13]1[CH:14]=[C:15]([C:19](=[O:21])[CH3:20])[CH:16]=[CH:17][CH:18]=1.[OH-:22].[Na+], predict the reaction product. The product is: [F:1][C:2]1[C:3]([CH3:10])=[C:4]([CH:5]([CH2:20][C:19]([C:15]2[CH:16]=[CH:17][CH:18]=[C:13]([O:12][CH3:11])[CH:14]=2)=[O:22])[CH2:20][C:19]([C:15]2[CH:16]=[CH:17][CH:18]=[C:13]([O:12][CH3:11])[CH:14]=2)=[O:21])[CH:7]=[CH:8][CH:9]=1. (2) Given the reactants [C:1]([C:4]1[C:5](=[O:20])[N:6]([CH2:15][CH2:16][N:17]([CH3:19])[CH3:18])[C:7]2[C:12]([C:13]=1O)=[CH:11][CH:10]=[CH:9][CH:8]=2)(=O)[CH3:2].O.[NH2:22][NH2:23], predict the reaction product. The product is: [CH3:18][N:17]([CH3:19])[CH2:16][CH2:15][N:6]1[C:7]2[CH:8]=[CH:9][CH:10]=[CH:11][C:12]=2[C:13]2[NH:22][N:23]=[C:1]([CH3:2])[C:4]=2[C:5]1=[O:20]. (3) Given the reactants [CH2:1]([O:5][CH2:6][CH:7]1[CH2:12][CH2:11][N:10]([S:13]([CH2:16][CH:17]([CH2:21][CH:22]([CH3:24])[CH3:23])[C:18](O)=[O:19])(=[O:15])=[O:14])[CH2:9][CH2:8]1)[C:2]#[C:3][CH3:4].C(Cl)(=O)C(Cl)=O.[NH2:31][OH:32], predict the reaction product. The product is: [OH:32][NH:31][C:18](=[O:19])[CH:17]([CH2:16][S:13]([N:10]1[CH2:11][CH2:12][CH:7]([CH2:6][O:5][CH2:1][C:2]#[C:3][CH3:4])[CH2:8][CH2:9]1)(=[O:15])=[O:14])[CH2:21][CH:22]([CH3:24])[CH3:23]. (4) Given the reactants [CH3:1][O:2][C:3](=[O:15])[CH:4]=[CH:5][C:6]1[CH:11]=[CH:10][C:9]([N+:12]([O-])=O)=[CH:8][CH:7]=1.O.O.Cl[Sn]Cl.[OH-].[Na+], predict the reaction product. The product is: [CH3:1][O:2][C:3](=[O:15])[CH:4]=[CH:5][C:6]1[CH:11]=[CH:10][C:9]([NH2:12])=[CH:8][CH:7]=1. (5) The product is: [C:1]([O:5][C:6](=[O:34])[CH2:7][O:8][C:9]1[C:14]([CH3:15])=[CH:13][C:12]([C:16]2[O:17][C:18]3[N:19]=[C:20]([O:40][CH:35]4[CH2:39][CH2:38][CH2:37][CH2:36]4)[N:21]=[C:22]([O:25][CH2:26][CH2:27][CH3:28])[C:23]=3[N:24]=2)=[CH:11][C:10]=1[CH3:33])([CH3:4])([CH3:3])[CH3:2]. Given the reactants [C:1]([O:5][C:6](=[O:34])[CH2:7][O:8][C:9]1[C:14]([CH3:15])=[CH:13][C:12]([C:16]2[O:17][C:18]3[N:19]=[C:20](S(C)(=O)=O)[N:21]=[C:22]([O:25][CH2:26][CH2:27][CH3:28])[C:23]=3[N:24]=2)=[CH:11][C:10]=1[CH3:33])([CH3:4])([CH3:3])[CH3:2].[CH:35]1([OH:40])[CH2:39][CH2:38][CH2:37][CH2:36]1.C(N=P(N1CCCC1)(N1CCCC1)N1CCCC1)(C)(C)C, predict the reaction product. (6) Given the reactants [C:1]([O:12][CH3:13])(=[O:11])[C:2]1[CH:10]=[CH:9][C:7]([OH:8])=[C:4]([O:5][CH3:6])[CH:3]=1.C(=O)([O-])[O-].[K+].[K+].[CH2:20](Br)[C:21]1[CH:26]=[CH:25][CH:24]=[CH:23][CH:22]=1.O, predict the reaction product. The product is: [CH2:20]([O:8][C:7]1[CH:9]=[CH:10][C:2]([C:1]([O:12][CH3:13])=[O:11])=[CH:3][C:4]=1[O:5][CH3:6])[C:21]1[CH:26]=[CH:25][CH:24]=[CH:23][CH:22]=1.